From a dataset of Forward reaction prediction with 1.9M reactions from USPTO patents (1976-2016). Predict the product of the given reaction. (1) Given the reactants C([O:8][C:9]1[CH:10]=[CH:11][C:12]([C@@H:20]([O:41][Si:42]([C:45]([CH3:48])([CH3:47])[CH3:46])([CH3:44])[CH3:43])[CH2:21][N:22]([C:34]([O:36][C:37]([CH3:40])([CH3:39])[CH3:38])=[O:35])[CH2:23][CH2:24][C:25]2[CH:33]=[CH:32][C:28]([C:29]([OH:31])=[O:30])=[CH:27][CH:26]=2)=[C:13]2[C:18]=1[NH:17][C:16](=[O:19])[CH:15]=[CH:14]2)C1C=CC=CC=1.CC1CC=CCC=1, predict the reaction product. The product is: [C:37]([O:36][C:34]([N:22]([CH2:21][C@H:20]([O:41][Si:42]([C:45]([CH3:48])([CH3:47])[CH3:46])([CH3:43])[CH3:44])[C:12]1[CH:11]=[CH:10][C:9]([OH:8])=[C:18]2[C:13]=1[CH:14]=[CH:15][C:16](=[O:19])[NH:17]2)[CH2:23][CH2:24][C:25]1[CH:26]=[CH:27][C:28]([C:29]([OH:31])=[O:30])=[CH:32][CH:33]=1)=[O:35])([CH3:39])([CH3:38])[CH3:40]. (2) Given the reactants [F:1][C:2]1[CH:15]=[CH:14][CH:13]=[C:12]([F:16])[C:3]=1[C:4]([NH:6][C:7]1[CH:11]=[CH:10][NH:9][N:8]=1)=[O:5].C[Si]([N-][Si](C)(C)C)(C)C.[Li+].Br[CH2:28][C:29]1[CH:34]=[CH:33][C:32]([N+:35]([O-:37])=[O:36])=[CH:31][C:30]=1[CH3:38], predict the reaction product. The product is: [F:1][C:2]1[CH:15]=[CH:14][CH:13]=[C:12]([F:16])[C:3]=1[C:4]([NH:6][C:7]1[CH:11]=[CH:10][N:9]([CH2:28][C:29]2[CH:34]=[CH:33][C:32]([N+:35]([O-:37])=[O:36])=[CH:31][C:30]=2[CH3:38])[N:8]=1)=[O:5]. (3) Given the reactants O[C@@H:2]([C:4]1[CH:11]=[CH:10][CH:9]=[CH:8][C:5]=1[C:6]#[N:7])[CH3:3].CS(Cl)(=O)=O.S([O-])(=O)(=O)C.[CH3:22][O:23][C:24]1[CH:29]=[CH:28][C:27]([C:30]2[C:35]([CH3:36])=[C:34]([C:37]([F:40])([F:39])[F:38])[N:33]3[N:41]=[CH:42][C:43]([C:44]([N:46]4[CH2:51][CH2:50][NH:49][CH2:48][C@H:47]4[CH3:52])=[O:45])=[C:32]3[N:31]=2)=[CH:26][CH:25]=1, predict the reaction product. The product is: [CH3:22][O:23][C:24]1[CH:25]=[CH:26][C:27]([C:30]2[C:35]([CH3:36])=[C:34]([C:37]([F:39])([F:38])[F:40])[N:33]3[N:41]=[CH:42][C:43]([C:44]([N:46]4[CH2:51][CH2:50][N:49]([C@H:2]([C:4]5[CH:11]=[CH:10][CH:9]=[CH:8][C:5]=5[C:6]#[N:7])[CH3:3])[CH2:48][C@H:47]4[CH3:52])=[O:45])=[C:32]3[N:31]=2)=[CH:28][CH:29]=1. (4) Given the reactants CN(C(ON1N=NC2C=CC=NC1=2)=[N+](C)C)C.F[P-](F)(F)(F)(F)F.[NH2:25][CH2:26][C:27]1[C:28]([F:44])=[C:29]([O:34][C:35]2[CH:36]=[C:37]([CH:40]=[C:41]([Cl:43])[CH:42]=2)[C:38]#[N:39])[C:30]([Cl:33])=[CH:31][CH:32]=1.[Cl:45][C:46]1[CH:47]=[C:48]2[C:52](=[CH:53][CH:54]=1)[NH:51][C:50]([C:55](O)=[O:56])=[CH:49]2.CCN(C(C)C)C(C)C, predict the reaction product. The product is: [Cl:45][C:46]1[CH:47]=[C:48]2[C:52](=[CH:53][CH:54]=1)[NH:51][C:50]([C:55]([NH:25][CH2:26][C:27]1[CH:32]=[CH:31][C:30]([Cl:33])=[C:29]([O:34][C:35]3[CH:36]=[C:37]([C:38]#[N:39])[CH:40]=[C:41]([Cl:43])[CH:42]=3)[C:28]=1[F:44])=[O:56])=[CH:49]2. (5) Given the reactants [C:1]([O:5][C:6]([N:8]1[CH2:12][CH2:11][C@H:10]([CH:13]=[O:14])[CH2:9]1)=[O:7])([CH3:4])([CH3:3])[CH3:2].C1COCC1.[CH2:20]([Mg]Cl)[CH:21]([CH3:23])[CH3:22].CCOCC, predict the reaction product. The product is: [C:1]([O:5][C:6]([N:8]1[CH2:12][CH2:11][C@H:10]([C@@H:13]([OH:14])[CH2:20][CH:21]([CH3:23])[CH3:22])[CH2:9]1)=[O:7])([CH3:4])([CH3:3])[CH3:2].[C:1]([O:5][C:6]([N:8]1[CH2:12][CH2:11][C@H:10]([C@H:13]([OH:14])[CH2:20][CH:21]([CH3:23])[CH3:22])[CH2:9]1)=[O:7])([CH3:4])([CH3:3])[CH3:2]. (6) Given the reactants [Cl:1][C:2]1[CH:3]=[C:4]2[C:8](=[CH:9][CH:10]=1)[N:7]([CH:11]1[CH2:15][CH2:14][CH2:13][CH2:12]1)[CH:6]=[C:5]2[C:16]1[O:17][CH:18]=[C:19]([C:21]([O:23]CC)=[O:22])[N:20]=1.ClC1C=C2C(=CC=1)N(CC1CC1)C=C2C1OC=C(C(O)=O)N=1, predict the reaction product. The product is: [Cl:1][C:2]1[CH:3]=[C:4]2[C:8](=[CH:9][CH:10]=1)[N:7]([CH:11]1[CH2:15][CH2:14][CH2:13][CH2:12]1)[CH:6]=[C:5]2[C:16]1[O:17][CH:18]=[C:19]([C:21]([OH:23])=[O:22])[N:20]=1. (7) Given the reactants C1(P(C2C=CC=CC=2)C2C=CC=CC=2)C=CC=CC=1.Br[C:21]1[CH:22]=[C:23]2[C:28](=[CH:29][C:30]=1[O:31][CH3:32])[N:27]([C@H:33]([C:37]([CH3:45])([CH3:44])[O:38][SiH2:39][C:40]([CH3:43])([CH3:42])[CH3:41])[CH:34]([CH3:36])[CH3:35])[CH:26]=[C:25]([C:46]([O:48][CH2:49][CH3:50])=[O:47])[C:24]2=[O:51].[Br-].[Cl:53][C:54]1[C:55]([F:62])=[C:56]([CH:59]=[CH:60][CH:61]=1)[CH2:57][Zn+].[Cl-].[NH4+], predict the reaction product. The product is: [C:40]([SiH2:39][O:38][C:37]([CH3:45])([CH3:44])[C@@H:33]([N:27]1[C:28]2[C:23](=[CH:22][C:21]([CH2:57][C:56]3[CH:59]=[CH:60][CH:61]=[C:54]([Cl:53])[C:55]=3[F:62])=[C:30]([O:31][CH3:32])[CH:29]=2)[C:24](=[O:51])[C:25]([C:46]([O:48][CH2:49][CH3:50])=[O:47])=[CH:26]1)[CH:34]([CH3:35])[CH3:36])([CH3:43])([CH3:41])[CH3:42]. (8) Given the reactants [F:1][C:2]1[CH:3]=[C:4]([CH:7]=[CH:8][C:9]=1[O:10][C:11]([F:14])([F:13])[F:12])[CH:5]=O.C[Si](C)(C)[C:17]#[N:18].[NH3:21].CO, predict the reaction product. The product is: [NH2:21][CH:5]([C:4]1[CH:7]=[CH:8][C:9]([O:10][C:11]([F:14])([F:13])[F:12])=[C:2]([F:1])[CH:3]=1)[C:17]#[N:18]. (9) Given the reactants [NH2:1][S:2]([N:5]([C:10]1[CH:15]=[CH:14][C:13]([O:16][CH2:17][C:18](=[O:26])[O:19]CC[Si](C)(C)C)=[CH:12][C:11]=1[O:27]CC1C=CC=CC=1)[CH2:6][C:7](O)=[O:8])(=[O:4])=[O:3].CC(C)([O-])C.[K+], predict the reaction product. The product is: [OH:27][C:11]1[CH:12]=[C:13]([CH:14]=[CH:15][C:10]=1[N:5]1[CH2:6][C:7](=[O:8])[NH:1][S:2]1(=[O:4])=[O:3])[O:16][CH2:17][C:18]([OH:19])=[O:26].